From a dataset of Full USPTO retrosynthesis dataset with 1.9M reactions from patents (1976-2016). Predict the reactants needed to synthesize the given product. (1) Given the product [ClH:3].[Cl:3][C:4]1[C:32]([OH:33])=[CH:31][C:7]([NH:8][C:9]2[C:18]3[C:13](=[CH:14][C:15]([O:21][CH2:22][CH2:23][CH2:24][C:25]4[CH:30]=[CH:29][N:28]=[CH:27][CH:26]=4)=[C:16]([O:19][CH3:20])[CH:17]=3)[N:12]=[CH:11][N:10]=2)=[C:6]([F:38])[CH:5]=1, predict the reactants needed to synthesize it. The reactants are: [OH-].[Na+].[Cl:3][C:4]1[C:32]([O:33]C(OC)=O)=[CH:31][C:7]([NH:8][C:9]2[C:18]3[C:13](=[CH:14][C:15]([O:21][CH2:22][CH2:23][CH2:24][C:25]4[CH:30]=[CH:29][N:28]=[CH:27][CH:26]=4)=[C:16]([O:19][CH3:20])[CH:17]=3)[N:12]=[CH:11][N:10]=2)=[C:6]([F:38])[CH:5]=1.O.Cl. (2) Given the product [ClH:27].[NH2:7][CH:8]1[CH:9]([CH2:20][C:21]2[CH:22]=[CH:23][C:24]([Cl:27])=[CH:25][CH:26]=2)[C:10]2[CH:11]=[C:12]([C:18]#[N:19])[CH:13]=[CH:14][C:15]=2[CH2:16][CH2:17]1, predict the reactants needed to synthesize it. The reactants are: C(OC(=O)[NH:7][CH:8]1[CH2:17][CH2:16][C:15]2[C:10](=[CH:11][C:12]([C:18]#[N:19])=[CH:13][CH:14]=2)[CH:9]1[CH2:20][C:21]1[CH:26]=[CH:25][C:24]([Cl:27])=[CH:23][CH:22]=1)(C)(C)C.Cl. (3) Given the product [CH:38]1([C:2]2[CH:3]=[N:4][N:5]([C:7]3[CH:12]=[CH:11][N:10]=[CH:9][C:8]=3[N:13]3[CH2:18][CH2:17][CH:16]([C:19]([N:21]4[CH2:24][CH:23]([F:25])[CH2:22]4)=[O:20])[CH2:15][CH2:14]3)[CH:6]=2)[CH2:32][CH2:33]1, predict the reactants needed to synthesize it. The reactants are: Br[C:2]1[CH:3]=[N:4][N:5]([C:7]2[CH:12]=[CH:11][N:10]=[CH:9][C:8]=2[N:13]2[CH2:18][CH2:17][CH:16]([C:19]([N:21]3[CH2:24][CH:23]([F:25])[CH2:22]3)=[O:20])[CH2:15][CH2:14]2)[CH:6]=1.C(=O)([O-])[O-].[K+].[K+].[C:32]1([CH3:38])C=CC=C[CH:33]=1. (4) Given the product [C:20]([O:19][C:17](=[O:18])[NH:16][C:15]1[C:10]([C:8](=[O:9])[NH:33][C:34]2[S:35][CH:36]=[C:37]([CH3:39])[N:38]=2)=[N:11][C:12]([CH2:24][OH:25])=[CH:13][CH:14]=1)([CH3:21])([CH3:22])[CH3:23], predict the reactants needed to synthesize it. The reactants are: [Al](C)(C)C.C(O[C:8]([C:10]1[C:15]([NH:16][C:17]([O:19][C:20]([CH3:23])([CH3:22])[CH3:21])=[O:18])=[CH:14][CH:13]=[C:12]([C:24](C)(C)[O:25][SiH2]C(C)(C)C)[N:11]=1)=[O:9])C.[NH2:33][C:34]1[S:35][CH:36]=[C:37]([CH3:39])[N:38]=1. (5) Given the product [NH2:14][C:5]1[N:6]=[C:7]([N:8]2[CH2:9][CH2:10][N:11]([C:47]([C:46]3[C:42]([C:37]4[CH:38]=[CH:39][CH:40]=[CH:41][C:36]=4[O:35][CH3:34])=[N:43][O:44][C:45]=3[CH3:50])=[O:48])[CH2:12][CH2:13]2)[C:2]([Cl:1])=[CH:3][C:4]=1[N+:15]([O-:17])=[O:16], predict the reactants needed to synthesize it. The reactants are: [Cl:1][C:2]1[CH:3]=[C:4]([N+:15]([O-:17])=[O:16])[C:5]([NH2:14])=[N:6][C:7]=1[N:8]1[CH2:13][CH2:12][NH:11][CH2:10][CH2:9]1.C(O)(C(F)(F)F)=O.CCN(C(C)C)C(C)C.[CH3:34][O:35][C:36]1[CH:41]=[CH:40][CH:39]=[CH:38][C:37]=1[C:42]1[C:46]([C:47](O)=[O:48])=[C:45]([CH3:50])[O:44][N:43]=1.CN(C(ON1N=NC2C=CC=NC1=2)=[N+](C)C)C.F[P-](F)(F)(F)(F)F.